Dataset: Forward reaction prediction with 1.9M reactions from USPTO patents (1976-2016). Task: Predict the product of the given reaction. (1) Given the reactants [F:1][C:2]1[CH:7]=[CH:6][C:5](B(O)O)=[CH:4][C:3]=1[C:11]1[N:12]=[N:13][CH:14]=[CH:15][CH:16]=1.Br[C:18]1[N:22]2[CH:23]=[CH:24][C:25]([C:27]([OH:30])([CH3:29])[CH3:28])=[N:26][C:21]2=[N:20][CH:19]=1, predict the reaction product. The product is: [F:1][C:2]1[CH:7]=[CH:6][C:5]([C:18]2[N:22]3[CH:23]=[CH:24][C:25]([C:27]([OH:30])([CH3:28])[CH3:29])=[N:26][C:21]3=[N:20][CH:19]=2)=[CH:4][C:3]=1[C:11]1[N:12]=[N:13][CH:14]=[CH:15][CH:16]=1. (2) Given the reactants [OH-].[Na+].[CH2:3]([N:7]1[C:15]2[C:10](=[CH:11][CH:12]=[CH:13][C:14]=2[C:16]2[N:20]=[C:19]([C:21]3[CH:26]=[CH:25][C:24]([O:27][CH:28]([CH3:30])[CH3:29])=[C:23]([Cl:31])[CH:22]=3)[O:18][N:17]=2)[C:9]([CH2:32][CH2:33][C:34]([O:36]CCC)=[O:35])=[CH:8]1)[CH2:4][CH2:5][CH3:6].Cl, predict the reaction product. The product is: [CH2:3]([N:7]1[C:15]2[C:10](=[CH:11][CH:12]=[CH:13][C:14]=2[C:16]2[N:20]=[C:19]([C:21]3[CH:26]=[CH:25][C:24]([O:27][CH:28]([CH3:30])[CH3:29])=[C:23]([Cl:31])[CH:22]=3)[O:18][N:17]=2)[C:9]([CH2:32][CH2:33][C:34]([OH:36])=[O:35])=[CH:8]1)[CH2:4][CH2:5][CH3:6]. (3) Given the reactants [F:1][C:2]1[CH:3]=[C:4]([N:9]2[CH2:13][C@H:12]([CH2:14][NH:15][C:16](=[O:18])[CH3:17])[O:11][C:10]2=[O:19])[CH:5]=[CH:6][C:7]=1I.[CH3:20][C:21]1([CH3:28])[C:25]([CH3:27])([CH3:26])[O:24][BH:23][O:22]1.C(N(CC)CC)C, predict the reaction product. The product is: [F:1][C:2]1[CH:3]=[C:4]([N:9]2[CH2:13][C@H:12]([CH2:14][NH:15][C:16](=[O:18])[CH3:17])[O:11][C:10]2=[O:19])[CH:5]=[CH:6][C:7]=1[B:23]1[O:24][C:25]([CH3:27])([CH3:26])[C:21]([CH3:28])([CH3:20])[O:22]1. (4) Given the reactants C([O:3][C:4](=O)[CH:5]([CH2:10][C:11]1[CH:16]=[CH:15][C:14]([C:17]([N:19]2[CH2:23][CH2:22][CH2:21][CH2:20]2)=[O:18])=[CH:13][C:12]=1[Cl:24])[C:6](=O)[CH2:7][CH3:8])C.[CH3:26][O:27][C:28](=[O:39])[CH2:29][O:30][C:31]1[CH:36]=[CH:35][C:34]([F:37])=[C:33]([NH2:38])[CH:32]=1, predict the reaction product. The product is: [CH3:26][O:27][C:28](=[O:39])[CH2:29][O:30][C:31]1[CH:36]=[CH:35][C:34]([F:37])=[C:33]2[C:32]=1[C:4](=[O:3])[C:5]([CH2:10][C:11]1[CH:16]=[CH:15][C:14]([C:17]([N:19]3[CH2:23][CH2:22][CH2:21][CH2:20]3)=[O:18])=[CH:13][C:12]=1[Cl:24])=[C:6]([CH2:7][CH3:8])[NH:38]2.